Dataset: CYP2C9 inhibition data for predicting drug metabolism from PubChem BioAssay. Task: Regression/Classification. Given a drug SMILES string, predict its absorption, distribution, metabolism, or excretion properties. Task type varies by dataset: regression for continuous measurements (e.g., permeability, clearance, half-life) or binary classification for categorical outcomes (e.g., BBB penetration, CYP inhibition). Dataset: cyp2c9_veith. (1) The molecule is COc1cccc(Cn2c(=O)cnc3cncnc32)c1. The result is 1 (inhibitor). (2) The molecule is COc1ccc(CN2CC(C(=O)NCCC3=CCCCC3)CC2=O)cc1. The result is 1 (inhibitor). (3) The compound is COc1cccc(Nc2ncc3nc(C)c(=O)n(Cc4cccs4)c3n2)c1. The result is 0 (non-inhibitor). (4) The compound is COc1ccc(CCn2c(=N)c(C(=O)NCc3ccco3)cc3c(=O)n4ccccc4nc32)cc1. The result is 1 (inhibitor). (5) The molecule is C[C@@H](CCO)C(=O)O[C@H]1C[C@@H](C)C=C2C=C[C@H](C)[C@H](CC[C@@H]3C[C@@H](O)CC(=O)O3)[C@H]21. The result is 0 (non-inhibitor). (6) The compound is S=C1SCN(C2CCCCCCCCCCC2)CN1C1CCCCCCCCCCC1. The result is 0 (non-inhibitor). (7) The drug is CC1CCN(CC[C@@H]2CCCN2S(=O)(=O)c2cccc(O)c2)CC1. The result is 0 (non-inhibitor). (8) The molecule is C=C(C)[C@H]1CC=C(C)/C(=N/NC(=O)CNc2ccccc2OC)C1. The result is 0 (non-inhibitor). (9) The compound is Cc1ccc(N=Nc2c(=O)[nH]n3c(C)cc(C)nc23)cc1. The result is 0 (non-inhibitor). (10) The molecule is Cn1c(SCC(=O)NCc2ccc3c(c2)OCO3)nnc1-c1cc2ccccc2cc1O. The result is 1 (inhibitor).